Dataset: Full USPTO retrosynthesis dataset with 1.9M reactions from patents (1976-2016). Task: Predict the reactants needed to synthesize the given product. (1) The reactants are: [NH2:1][CH2:2][CH:3]([C:20]1[CH:25]=[CH:24][CH:23]=[CH:22][CH:21]=1)[CH:4]([C:14]1[CH:15]=[N:16][CH:17]=[CH:18][CH:19]=1)[C:5]([N:7]([CH:11]([CH3:13])[CH3:12])[CH:8]([CH3:10])[CH3:9])=[O:6].[F:26][C:27]1[CH:32]=[CH:31][CH:30]=[CH:29][C:28]=1[CH2:33][N:34]=[C:35]=[O:36].CCN(C(C)C)C(C)C.C(O)C(N)(CO)CO. Given the product [CH:11]([N:7]([CH:8]([CH3:9])[CH3:10])[C:5]([CH:4]([C:14]1[CH:15]=[N:16][CH:17]=[CH:18][CH:19]=1)[CH:3]([C:20]1[CH:21]=[CH:22][CH:23]=[CH:24][CH:25]=1)[CH2:2][NH:1][C:35]([NH:34][CH2:33][C:28]1[CH:29]=[CH:30][CH:31]=[CH:32][C:27]=1[F:26])=[O:36])=[O:6])([CH3:13])[CH3:12], predict the reactants needed to synthesize it. (2) Given the product [N:1]12[CH2:26][CH2:25][CH2:24][C@@H:23]1[C:22](=[O:27])[O:21][CH2:20][CH2:19][CH2:18][CH2:17][CH2:16][CH2:15][O:14][C:13](=[O:28])[C@@H:12]1[N:8]([CH2:9][CH2:10][CH2:11]1)[C:7](=[O:29])[CH2:6][CH2:5][CH2:4][CH2:3][C:2]2=[O:30], predict the reactants needed to synthesize it. The reactants are: [N:1]12[CH2:26][CH2:25][CH2:24][C@@H:23]1[C:22](=[O:27])[O:21][CH2:20][CH2:19][CH:18]=[CH:17][CH2:16][CH2:15][O:14][C:13](=[O:28])[C@@H:12]1[N:8]([CH2:9][CH2:10][CH2:11]1)[C:7](=[O:29])[CH2:6][CH2:5][CH2:4][CH2:3][C:2]2=[O:30]. (3) The reactants are: I[C:2]1[C:3]2[CH2:33][NH:32][C:31](=[O:34])[C:4]=2[C:5]([NH:23][C:24]2[CH:25]=[C:26]([CH3:30])[CH:27]=[CH:28][CH:29]=2)=[N:6][C:7]=1[NH:8][C@@H:9]1[CH2:14][CH2:13][CH2:12][CH2:11][C@@H:10]1[NH:15][C:16](=[O:22])[O:17][C:18]([CH3:21])([CH3:20])[CH3:19].[CH2:35]1C[O:38][CH2:37][CH2:36]1.CCN(CC)CC.C(O)C#C. Given the product [OH:38][CH2:37][C:36]#[C:35][C:2]1[C:3]2[CH2:33][NH:32][C:31](=[O:34])[C:4]=2[C:5]([NH:23][C:24]2[CH:25]=[C:26]([CH3:30])[CH:27]=[CH:28][CH:29]=2)=[N:6][C:7]=1[NH:8][C@@H:9]1[CH2:14][CH2:13][CH2:12][CH2:11][C@@H:10]1[NH:15][C:16](=[O:22])[O:17][C:18]([CH3:20])([CH3:19])[CH3:21], predict the reactants needed to synthesize it. (4) Given the product [C:1]1([CH:11]([C:27](=[O:29])[CH3:28])[C:12]([O:14][CH2:15][CH3:16])=[O:13])[C:10]2[C:5](=[CH:6][CH:7]=[CH:8][CH:9]=2)[CH:4]=[CH:3][CH:2]=1, predict the reactants needed to synthesize it. The reactants are: [C:1]1([CH2:11][C:12]([O:14][CH2:15][CH3:16])=[O:13])[C:10]2[C:5](=[CH:6][CH:7]=[CH:8][CH:9]=2)[CH:4]=[CH:3][CH:2]=1.[Li+].C[Si]([N-][Si](C)(C)C)(C)C.[C:27](OC(=O)C)(=[O:29])[CH3:28].Cl. (5) Given the product [Cl:1][C:2]1[CH:7]=[C:6]([Cl:8])[CH:5]=[CH:4][C:3]=1[C:13]1[CH:14]=[C:15]([CH:17]=[CH:18][CH:19]=1)[NH2:16], predict the reactants needed to synthesize it. The reactants are: [Cl:1][C:2]1[CH:7]=[C:6]([Cl:8])[CH:5]=[CH:4][C:3]=1B(O)O.I[C:13]1[CH:14]=[C:15]([CH:17]=[CH:18][CH:19]=1)[NH2:16].C(=O)([O-])[O-].[Na+].[Na+].C1(C)C=CC=CC=1. (6) Given the product [C:21]([O:25][C:26]([C:28]1([CH2:7][CH:5]=[CH2:6])[CH2:30][CH2:29]1)=[O:27])([CH3:24])([CH3:23])[CH3:22], predict the reactants needed to synthesize it. The reactants are: C([N-][CH:5]([CH3:7])[CH3:6])(C)C.[Li+].C(NC(C)C)(C)C.C([Li])CCC.[C:21]([O:25][C:26]([CH:28]1[CH2:30][CH2:29]1)=[O:27])([CH3:24])([CH3:23])[CH3:22].C(Br)C=C.[Cl-].[NH4+]. (7) Given the product [NH:8]1[CH2:12][C@H:11]([CH2:13][OH:14])[C@H:10]([CH2:15][OH:16])[CH2:9]1, predict the reactants needed to synthesize it. The reactants are: C1(C[N:8]2[CH2:12][C@H:11]([CH2:13][OH:14])[C@H:10]([CH2:15][OH:16])[CH2:9]2)C=CC=CC=1.Cl.